From a dataset of Peptide-MHC class II binding affinity with 134,281 pairs from IEDB. Regression. Given a peptide amino acid sequence and an MHC pseudo amino acid sequence, predict their binding affinity value. This is MHC class II binding data. (1) The peptide sequence is LQGPFNFRFLTEKGMKNVFDDVVPEKYTIG. The MHC is DRB1_0101 with pseudo-sequence DRB1_0101. The binding affinity (normalized) is 0.758. (2) The peptide sequence is GELQIVDKIDAAFKK. The MHC is DRB5_0101 with pseudo-sequence DRB5_0101. The binding affinity (normalized) is 0.763.